This data is from Antibody developability classification from SAbDab with 2,409 antibodies. The task is: Regression/Classification. Given an antibody's heavy chain and light chain sequences, predict its developability. TAP uses regression for 5 developability metrics; SAbDab uses binary classification. (1) The antibody is ['EVMLVESGGGLVKPGGSLKLSCAASGFTFSSYTMSWVRQTPEKRLEWVATISSGGGNTYYPDSVKGRFTISRDIAKNTLYLQMSSLRSEDTALYYCTRLGDYGYAYTMDYWGQGTSVTVSS', 'DIVLTQSPASLAVSLGQRATISCRASESVDNYGISFMSWFQQKPGQPPKLLIYAASNQGSGVPARFSGSGSGTDFSLNIHPMEEDDTAMYFCQQSKEVPLTFGAGTKLELK']. Result: 0 (not developable). (2) Result: 0 (not developable). The antibody is ['3ze0', 'PROT_98C4C262']. (3) The antibody is ['EVQLQQPGADLVMPGAPVKLSCLASGYIFTSSWINWVKQRPGRGLEWIGRIDPSDGEVHYNQDFKDKATLTVDKSSSTAYIQLNSLTSEDSAVYYCARGFLPWFADWGQGTLVTVSA', 'NIVMTQSPKSMYVSIGERVTLSCKASENVDTYVSWYQQKPEQSPKLLIYGASNRYTGVPDRFTGSGSATDFTLTISSVQAEDLADYHCGQSYNYPFTFGSGTKLEIK']. Result: 0 (not developable). (4) The antibody is ['QVQLKESGPGLVAPSQSLSITCTVSGFSLTGYGVNWVRQPPGKGLEWLGMIWGDGNTDYNSALKSRLSISKDNSKSQVFLKMNSLHTDDTARYYCARERDYRLDYWGQGTTLTVSS', 'DIQMTQSPASLSASVGETVTITCRASGNIHNYLAWYQQKQGKSPQLLVYYTTTLADGVPSRFSGSGSGTQYSLKINSLQPEDFGSYYCQHFWSTPRTFGGGTKLELK']. Result: 1 (developable). (5) Result: 0 (not developable). The antibody is ['QIQLVQSGPEVQKPGETVRISCKASGYTFTTAGMQWVQKMPGKSLKWIGWINTRSGVPKYAEDFKGRFAFSLETSASIAYLHINNLKNEDTATYFCAREGPGFVYWGQGTLVTVSS', 'QTVVTQESALTTSPGETVTLTCRSSTGAVTTSNYANWVQEKPDHLFTGLIVGTNNRVPGVPPRFSGSLIEDKAALTITGAQTEDEAIYFCALWYSNHWVFGGGTKLTVL']. (6) The antibody is ['EVQLQQSGPELVKPGASVKISCKASGYTFTDYYMNWVKLSHGKSLEWIGDIVPNNGDTTYNQNFRGKATLTVDKSSSTAYMELRSLTSEDSAVYYCARFSNYVYPFDYWGQGTTLTVSS', 'DIQMTQTTSSLSASLGDRVTISCRASQDISNFLNWYQQKPDGTVKLLIYYTSRLHSGVPSRFSGSGSGTDFSLTISKLEQEDIATYFCQQGNTLPLTFGAGTKLELK']. Result: 1 (developable). (7) The antibody is ['EVLLQQSGPELVKPGASVRITCKASGYTFTDFNMDWVKQSPGKSLEWIGDFNPNSGGSIYNQKFKDKATFTVDKSSSTAYMELRSLTFEDTAVYYCARETGTAWFAYWGQGTLVTVSA', 'DIQMTQSPASLSASVGETVTITCRASGNIHNFLAWYQQKQGKSPQVLVYNAKTLADGVPSRFSGSGSGTQYSLKINSLQPEDFGSYYCQQFWSTPYTFGGGTKLEIN']. Result: 0 (not developable).